This data is from Reaction yield outcomes from USPTO patents with 853,638 reactions. The task is: Predict the reaction yield, written as a fraction of the theoretical maximum amount of product (1.0 means a 100% yield; for example, 0.34 means a 34% yield). (1) The reactants are Br[C:2]1[CH:3]=[C:4]2[C:9](=[O:10])[N:8]3[CH2:11][CH2:12][NH:13][C:7]3([C:14]3[CH:19]=[CH:18][C:17]([O:20][CH3:21])=[CH:16][CH:15]=3)[CH2:6][N:5]2[CH:22]=1.[CH3:23][N:24](C=O)C. The catalyst is [C-]#N.[Zn+2].[C-]#N. The product is [CH3:21][O:20][C:17]1[CH:18]=[CH:19][C:14]([C:7]23[NH:13][CH2:12][CH2:11][N:8]2[C:9](=[O:10])[C:4]2[N:5]([CH:22]=[C:2]([C:23]#[N:24])[CH:3]=2)[CH2:6]3)=[CH:15][CH:16]=1. The yield is 0.580. (2) The catalyst is C(OCC)C. The product is [OH:12][C:11]([C:1]12[CH2:10][CH:5]3[CH2:6][CH:7]([CH2:9][CH:3]([CH2:4]3)[CH2:2]1)[CH2:8]2)([CH2:14][CH3:15])[CH2:19][CH3:20]. The yield is 0.950. The reactants are [C:1]12([C:11](Cl)=[O:12])[CH2:10][CH:5]3[CH2:6][CH:7]([CH2:9][CH:3]([CH2:4]3)[CH2:2]1)[CH2:8]2.[CH2:14]([Mg]I)[CH3:15].O1CC[CH2:20][CH2:19]1. (3) The product is [CH3:1][O:2][C:3](=[O:26])[C@@H:4]([N:8]1[C:14](=[O:15])[CH2:13][CH2:12][N:11]([C:16]2[CH:21]=[CH:20][CH:19]=[C:18]([C:22]([F:25])([F:23])[F:24])[CH:17]=2)[CH2:10][CH2:9]1)[CH2:5][CH2:6][N:33]1[CH2:34][CH2:35][C:30]2([CH2:29][CH2:28]2)[C@H:31]([OH:36])[CH2:32]1. No catalyst specified. The reactants are [CH3:1][O:2][C:3](=[O:26])[C@@H:4]([N:8]1[C:14](=[O:15])[CH2:13][CH2:12][N:11]([C:16]2[CH:21]=[CH:20][CH:19]=[C:18]([C:22]([F:25])([F:24])[F:23])[CH:17]=2)[CH2:10][CH2:9]1)[CH2:5][CH:6]=O.Cl.[CH2:28]1[C:30]2([CH2:35][CH2:34][NH:33][CH2:32][C@H:31]2[OH:36])[CH2:29]1. The yield is 0.700. (4) The reactants are [CH2:1]([O:8][C:9](=[O:34])[CH2:10][CH:11]([S:19]([N:21]1[CH2:26][CH2:25][CH:24]([CH2:27][C:28]2[CH:33]=[CH:32][CH:31]=[CH:30][CH:29]=2)[CH2:23][CH2:22]1)=[O:20])[CH2:12][C:13]1[CH:18]=[CH:17][CH:16]=[CH:15][CH:14]=1)[C:2]1[CH:7]=[CH:6][CH:5]=[CH:4][CH:3]=1.O.CC[O:38]C(C)=O. The catalyst is C(#N)C.C(Cl)Cl. The product is [CH2:1]([O:8][C:9](=[O:34])[CH2:10][CH:11]([S:19]([N:21]1[CH2:26][CH2:25][CH:24]([CH2:27][C:28]2[CH:29]=[CH:30][CH:31]=[CH:32][CH:33]=2)[CH2:23][CH2:22]1)(=[O:38])=[O:20])[CH2:12][C:13]1[CH:18]=[CH:17][CH:16]=[CH:15][CH:14]=1)[C:2]1[CH:3]=[CH:4][CH:5]=[CH:6][CH:7]=1. The yield is 0.810.